This data is from Forward reaction prediction with 1.9M reactions from USPTO patents (1976-2016). The task is: Predict the product of the given reaction. (1) The product is: [OH:27][C@@H:25]([CH2:26][N:50]1[CH2:51][CH2:52][CH:47]([C:38]2[CH:39]=[CH:40][C:41]3[C:46](=[CH:45][CH:44]=[CH:43][CH:42]=3)[CH:37]=2)[CH2:48][CH2:49]1)[CH2:24][O:1][C:2]1[CH:10]=[CH:9][CH:8]=[C:7]2[C:3]=1[CH:4]=[C:5]([C:15]([O:17][CH2:18][CH3:19])=[O:16])[N:6]2[CH2:11][CH:12]([CH3:14])[CH3:13]. Given the reactants [OH:1][C:2]1[CH:10]=[CH:9][CH:8]=[C:7]2[C:3]=1[CH:4]=[C:5]([C:15]([O:17][CH2:18][CH3:19])=[O:16])[N:6]2[CH2:11][CH:12]([CH3:14])[CH3:13].S(C1C=CC([N+]([O-])=O)=CC=1)(O[CH2:24][C@H:25]1[O:27][CH2:26]1)(=O)=O.[CH:37]1[C:46]2[C:41](=[CH:42][CH:43]=[CH:44][CH:45]=2)[CH:40]=[CH:39][C:38]=1[CH:47]1[CH2:52][CH2:51][NH:50][CH2:49][CH2:48]1, predict the reaction product. (2) Given the reactants C(OC([NH:8][CH2:9][CH2:10][N:11]1[CH2:16][CH2:15][N:14]([C:17]2[CH:22]=[CH:21][C:20]([NH:23][C:24]3[N:29]=[CH:28][C:27]([CH2:30][C:31]([NH2:33])=[O:32])=[C:26]([NH:34][CH2:35][C:36]4[CH:41]=[C:40]([F:42])[CH:39]=[C:38]([F:43])[CH:37]=4)[CH:25]=3)=[CH:19][CH:18]=2)[CH2:13][CH2:12]1)=O)(C)(C)C.Cl.C(OCC)(=O)C, predict the reaction product. The product is: [NH2:8][CH2:9][CH2:10][N:11]1[CH2:16][CH2:15][N:14]([C:17]2[CH:22]=[CH:21][C:20]([NH:23][C:24]3[N:29]=[CH:28][C:27]([CH2:30][C:31]([NH2:33])=[O:32])=[C:26]([NH:34][CH2:35][C:36]4[CH:41]=[C:40]([F:42])[CH:39]=[C:38]([F:43])[CH:37]=4)[CH:25]=3)=[CH:19][CH:18]=2)[CH2:13][CH2:12]1. (3) Given the reactants [H-].[Na+].[Cl:3][C:4]1[N:9]=[CH:8][N:7]=[C:6]([C:10]([C:12]2[CH:21]=[CH:20][C:15]3[NH:16][C:17](=[O:19])[O:18][C:14]=3[CH:13]=2)=[O:11])[CH:5]=1.I[CH3:23], predict the reaction product. The product is: [Cl:3][C:4]1[N:9]=[CH:8][N:7]=[C:6]([C:10]([C:12]2[CH:21]=[CH:20][C:15]3[N:16]([CH3:23])[C:17](=[O:19])[O:18][C:14]=3[CH:13]=2)=[O:11])[CH:5]=1. (4) Given the reactants [N+](C1C=CC=CC=1O)([O-])=O.ClC1C2C(=CC=CC=2)N=CC=1.[N:22]1[C:31]2[C:26](=[CH:27][CH:28]=[CH:29][CH:30]=2)[CH:25]=[N:24][CH:23]=1.[N+:32]([C:35]1[CH:51]=[CH:50][CH:49]=[CH:48][C:36]=1[O:37][C:38]1[C:47]2[C:42](=[CH:43][CH:44]=[CH:45][CH:46]=2)[N:41]=[CH:40][CH:39]=1)([O-])=O, predict the reaction product. The product is: [NH2:32][C:35]1[CH:51]=[CH:50][CH:49]=[CH:48][C:36]=1[O:37][C:38]1[C:47]2[C:42](=[CH:43][CH:44]=[CH:45][CH:46]=2)[N:41]=[CH:40][CH:39]=1.[N:22]1[C:31]2[C:26](=[CH:27][CH:28]=[CH:29][CH:30]=2)[CH:25]=[N:24][CH:23]=1.